Dataset: Reaction yield outcomes from USPTO patents with 853,638 reactions. Task: Predict the reaction yield, written as a fraction of the theoretical maximum amount of product (1.0 means a 100% yield; for example, 0.34 means a 34% yield). The reactants are [C:1]([O:5][C:6]([N:8]1[CH2:13][CH2:12][N:11]([CH2:14][C:15]([OH:17])=O)[CH2:10][CH2:9]1)=[O:7])([CH3:4])([CH3:3])[CH3:2].CCN(C(C)C)C(C)C.[NH2:27][C@@H:28]1[CH2:33][CH2:32][C@H:31]([N:34]2[C:39](=[O:40])[C:38]3[CH:41]=[C:42]([F:45])[CH:43]=[N:44][C:37]=3[N:36]([C:46]3[CH:47]=[C:48]([C:52]4[CH:57]=[CH:56][CH:55]=[CH:54][CH:53]=4)[CH:49]=[CH:50][CH:51]=3)[C:35]2=[O:58])[CH2:30][CH2:29]1.O. The catalyst is CN(C=O)C. The product is [C:48]1([C:52]2[CH:57]=[CH:56][CH:55]=[CH:54][CH:53]=2)[CH:49]=[CH:50][CH:51]=[C:46]([N:36]2[C:37]3[N:44]=[CH:43][C:42]([F:45])=[CH:41][C:38]=3[C:39](=[O:40])[N:34]([C@@H:31]3[CH2:32][CH2:33][C@H:28]([NH:27][C:15](=[O:17])[CH2:14][N:11]4[CH2:10][CH2:9][N:8]([C:6]([O:5][C:1]([CH3:2])([CH3:3])[CH3:4])=[O:7])[CH2:13][CH2:12]4)[CH2:29][CH2:30]3)[C:35]2=[O:58])[CH:47]=1. The yield is 0.710.